From a dataset of NCI-60 drug combinations with 297,098 pairs across 59 cell lines. Regression. Given two drug SMILES strings and cell line genomic features, predict the synergy score measuring deviation from expected non-interaction effect. (1) Drug 1: C1=CN(C(=O)N=C1N)C2C(C(C(O2)CO)O)O.Cl. Drug 2: CC1=C(C=C(C=C1)C(=O)NC2=CC(=CC(=C2)C(F)(F)F)N3C=C(N=C3)C)NC4=NC=CC(=N4)C5=CN=CC=C5. Cell line: SF-539. Synergy scores: CSS=19.1, Synergy_ZIP=-4.52, Synergy_Bliss=-3.04, Synergy_Loewe=-4.90, Synergy_HSA=-1.27. (2) Drug 1: C1=C(C(=O)NC(=O)N1)N(CCCl)CCCl. Drug 2: CC1=C(C=C(C=C1)C(=O)NC2=CC(=CC(=C2)C(F)(F)F)N3C=C(N=C3)C)NC4=NC=CC(=N4)C5=CN=CC=C5. Cell line: EKVX. Synergy scores: CSS=4.77, Synergy_ZIP=-2.49, Synergy_Bliss=1.55, Synergy_Loewe=-1.18, Synergy_HSA=-0.950. (3) Drug 1: CS(=O)(=O)OCCCCOS(=O)(=O)C. Drug 2: C1=NNC2=C1C(=O)NC=N2. Cell line: ACHN. Synergy scores: CSS=12.1, Synergy_ZIP=-5.09, Synergy_Bliss=2.14, Synergy_Loewe=-1.83, Synergy_HSA=1.03.